Dataset: Reaction yield outcomes from USPTO patents with 853,638 reactions. Task: Predict the reaction yield, written as a fraction of the theoretical maximum amount of product (1.0 means a 100% yield; for example, 0.34 means a 34% yield). The reactants are [NH:1]1[CH:5]=[C:4]([C:6]2[CH:7]=[CH:8][C:9]3[N:10]([C:12]([CH2:15][C:16]4[CH:17]=[C:18]5[C:23](=[CH:24][CH:25]=4)[N:22]=[CH:21][CH:20]=[CH:19]5)=[N:13][N:14]=3)[N:11]=2)[CH:3]=[N:2]1.C([O-])([O-])=O.[K+].[K+].[CH3:32][O:33][CH2:34][CH2:35]Br. The catalyst is CCO. The product is [CH3:32][O:33][CH2:34][CH2:35][N:1]1[CH:5]=[C:4]([C:6]2[CH:7]=[CH:8][C:9]3[N:10]([C:12]([CH2:15][C:16]4[CH:17]=[C:18]5[C:23](=[CH:24][CH:25]=4)[N:22]=[CH:21][CH:20]=[CH:19]5)=[N:13][N:14]=3)[N:11]=2)[CH:3]=[N:2]1. The yield is 0.150.